From a dataset of Forward reaction prediction with 1.9M reactions from USPTO patents (1976-2016). Predict the product of the given reaction. (1) Given the reactants [CH:1]([O:4][C:5]1[CH:6]=[C:7]([CH:25]=[C:26]([C:28](=[O:36])[NH:29][C:30]2[CH:34]=[CH:33][N:32]([CH3:35])[N:31]=2)[CH:27]=1)[O:8][C:9]1[CH:10]=[CH:11][C:12]([C:15]2[O:19][C:18]([C:20]([O:22]CC)=O)=[N:17][N:16]=2)=[N:13][CH:14]=1)([CH3:3])[CH3:2].[CH3:37][NH2:38].C1COCC1.CCCCCC, predict the reaction product. The product is: [CH:1]([O:4][C:5]1[CH:6]=[C:7]([CH:25]=[C:26]([C:28](=[O:36])[NH:29][C:30]2[CH:34]=[CH:33][N:32]([CH3:35])[N:31]=2)[CH:27]=1)[O:8][C:9]1[CH:10]=[CH:11][C:12]([C:15]2[O:19][C:18]([C:20]([NH:38][CH3:37])=[O:22])=[N:17][N:16]=2)=[N:13][CH:14]=1)([CH3:2])[CH3:3]. (2) Given the reactants [NH2:1][C:2]1[CH:11]=[CH:10][CH:9]=[C:8]2[C:3]=1[CH:4]=[CH:5][N:6]([CH:13]1[CH2:16][CH2:15][CH2:14]1)[C:7]2=[O:12].[Cl:17][C:18]1[CH:23]=[CH:22][C:21]([CH2:24][C:25](O)=[O:26])=[CH:20][C:19]=1[C:28]([F:31])([F:30])[F:29], predict the reaction product. The product is: [Cl:17][C:18]1[CH:23]=[CH:22][C:21]([CH2:24][C:25]([NH:1][C:2]2[CH:11]=[CH:10][CH:9]=[C:8]3[C:3]=2[CH:4]=[CH:5][N:6]([CH:13]2[CH2:16][CH2:15][CH2:14]2)[C:7]3=[O:12])=[O:26])=[CH:20][C:19]=1[C:28]([F:29])([F:30])[F:31].